The task is: Predict the reactants needed to synthesize the given product.. This data is from Full USPTO retrosynthesis dataset with 1.9M reactions from patents (1976-2016). (1) The reactants are: [CH2:1]([O:8][C:9]1[CH:10]=[C:11]2[C:15](=[CH:16][C:17]=1[O:18][CH3:19])[NH:14][CH:13]=[C:12]2[CH2:20][C:21]([OH:23])=O)[C:2]1[CH:7]=[CH:6][CH:5]=[CH:4][CH:3]=1.CN1CCOCC1.CN(C(ON1N=NC2C=CC=NC1=2)=[N+](C)C)C.F[P-](F)(F)(F)(F)F.[F:55][C:56]1[CH:57]=[C:58]([CH2:63][C@@H:64]([C:66]2[C:71]([C:72]3[CH:77]=[CH:76][C:75]([O:78][CH3:79])=[CH:74][CH:73]=3)=[CH:70][CH:69]=[CH:68][N:67]=2)[NH2:65])[CH:59]=[C:60]([F:62])[CH:61]=1. Given the product [CH2:1]([O:8][C:9]1[CH:10]=[C:11]2[C:15](=[CH:16][C:17]=1[O:18][CH3:19])[NH:14][CH:13]=[C:12]2[CH2:20][C:21]([NH:65][C@H:64]([C:66]1[C:71]([C:72]2[CH:73]=[CH:74][C:75]([O:78][CH3:79])=[CH:76][CH:77]=2)=[CH:70][CH:69]=[CH:68][N:67]=1)[CH2:63][C:58]1[CH:59]=[C:60]([F:62])[CH:61]=[C:56]([F:55])[CH:57]=1)=[O:23])[C:2]1[CH:3]=[CH:4][CH:5]=[CH:6][CH:7]=1, predict the reactants needed to synthesize it. (2) Given the product [NH2:1][C:4]1[CH:5]=[CH:6][C:7]([N:10]2[CH2:11][CH2:12][CH:13]([C:16]#[N:17])[CH2:14][CH2:15]2)=[N:8][CH:9]=1, predict the reactants needed to synthesize it. The reactants are: [N+:1]([C:4]1[CH:5]=[CH:6][C:7]([N:10]2[CH2:15][CH2:14][CH:13]([C:16]#[N:17])[CH2:12][CH2:11]2)=[N:8][CH:9]=1)([O-])=O. (3) Given the product [C:18]1([C:21]2[CH:22]=[CH:23][CH:24]=[CH:25][CH:26]=2)[CH:17]=[CH:16][C:15]([CH2:14][C@H:12]2[N:11](/[CH:27]=[CH:28]/[C:29]3[CH:30]=[CH:31][CH:32]=[CH:33][CH:34]=3)[C:10](=[O:35])[C:9](=[CH2:1])[CH2:13]2)=[CH:20][CH:19]=1, predict the reactants needed to synthesize it. The reactants are: [C:1]([C@@H:9]1[CH2:13][CH:12]([CH2:14][C:15]2[CH:20]=[CH:19][C:18]([C:21]3[CH:26]=[CH:25][CH:24]=[CH:23][CH:22]=3)=[CH:17][CH:16]=2)[N:11](/[CH:27]=[CH:28]/[C:29]2[CH:34]=[CH:33][CH:32]=[CH:31][CH:30]=2)[C:10]1=[O:35])(=O)C1C=CC=CC=1.C=O.CCN(C(C)C)C(C)C.[Cl-].[Li+]. (4) Given the product [C:1]([O:4][C@@H:5]1[C@@H:10]([O:11][C:12](=[O:14])[CH3:13])[C@H:9]([O:15][C:16](=[O:18])[CH3:17])[CH2:8][S:7][C@H:6]1[O:20][C:21]1[C:29]2[N:28]=[CH:27][N:26]([CH3:30])[C:25]=2[CH:24]=[CH:23][CH:22]=1)(=[O:3])[CH3:2], predict the reactants needed to synthesize it. The reactants are: [C:1]([O:4][C@@H:5]1[C@@H:10]([O:11][C:12](=[O:14])[CH3:13])[C@H:9]([O:15][C:16](=[O:18])[CH3:17])[CH2:8][S:7][CH:6]1Br)(=[O:3])[CH3:2].[OH:20][C:21]1[C:29]2[N:28]=[CH:27][N:26]([CH3:30])[C:25]=2[CH:24]=[CH:23][CH:22]=1. (5) Given the product [NH2:8][C@H:12]([CH2:13][CH2:14][S:15][CH2:16][CH3:17])[CH:11]([OH:10])[C:18]([O:20][CH2:23][C:24]1[CH:29]=[CH:28][CH:27]=[CH:26][CH:25]=1)=[O:19], predict the reactants needed to synthesize it. The reactants are: C(OC([N:8]1[C@H:12]([CH2:13][CH2:14][S:15][CH2:16][CH3:17])[CH:11]([C:18]([OH:20])=[O:19])[O:10]C1(C)C)=O)(C)(C)C.[CH2:23](O)[C:24]1[CH:29]=[CH:28][CH:27]=[CH:26][CH:25]=1.Cl.CN(C)CCCN=C=NCC.C1C=NC2N(O)N=NC=2C=1.CN1CCOCC1. (6) Given the product [NH2:5][CH:4]([CH2:3][C:2]([OH:6])([CH2:12][C:13]1[C:21]2[C:16](=[CH:17][CH:18]=[CH:19][CH:20]=2)[NH:15][CH:14]=1)[CH3:1])[C:7]([OH:9])=[O:8], predict the reactants needed to synthesize it. The reactants are: [CH3:1][C:2]1([CH2:12][C:13]2[C:21]3[C:16](=[CH:17][CH:18]=[CH:19][CH:20]=3)[NH:15][CH:14]=2)[O:6][N:5]=[C:4]([C:7]([O:9]CC)=[O:8])[CH2:3]1.N.[H][H]. (7) Given the product [NH2:10][C:8]1[CH:7]=[CH:6][C:5]([NH:13][C:14](=[O:20])[C:15]([O:17][CH2:18][CH3:19])=[O:16])=[C:4]([C:2]([NH2:1])=[O:3])[CH:9]=1, predict the reactants needed to synthesize it. The reactants are: [NH2:1][C:2]([C:4]1[CH:9]=[C:8]([N+:10]([O-])=O)[CH:7]=[CH:6][C:5]=1[NH:13][C:14](=[O:20])[C:15]([O:17][CH2:18][CH3:19])=[O:16])=[O:3].C1COCC1. (8) Given the product [F:25][CH:24]([F:26])[C:18]1[CH:17]=[CH:22][C:21]([F:23])=[CH:20][C:19]=1[C:2]#[C:1][C:3]1[CH:8]=[CH:7][C:6]([CH2:9][CH2:10][C:11]([O:13][CH3:14])=[O:12])=[C:5]([F:15])[CH:4]=1, predict the reactants needed to synthesize it. The reactants are: [C:1]([C:3]1[CH:8]=[CH:7][C:6]([CH2:9][CH2:10][C:11]([O:13][CH3:14])=[O:12])=[C:5]([F:15])[CH:4]=1)#[CH:2].Br[C:17]1[CH:22]=[C:21]([F:23])[CH:20]=[CH:19][C:18]=1[CH:24]([F:26])[F:25]. (9) Given the product [C:1]([O:5][C:6](=[O:7])[NH:8][C@H:9]1[CH2:10][CH2:11][C@@H:12]([NH:20][C:23]([O:49][CH2:42][C:43]2[CH:48]=[CH:47][CH:46]=[CH:45][CH:44]=2)=[O:32])[CH2:13][CH2:14]1)([CH3:2])([CH3:3])[CH3:4], predict the reactants needed to synthesize it. The reactants are: [C:1]([O:5][C:6]([NH:8][C@@H:9]1[CH2:14][CH2:13][C@H:12](C(O)=O)[CH2:11][CH2:10]1)=[O:7])([CH3:4])([CH3:3])[CH3:2].C([N:20]([CH2:23]C)CC)C.C1(P(N=[N+]=[N-])(C2C=CC=CC=2)=[O:32])C=CC=CC=1.[CH2:42]([OH:49])[C:43]1[CH:48]=[CH:47][CH:46]=[CH:45][CH:44]=1.